From a dataset of Full USPTO retrosynthesis dataset with 1.9M reactions from patents (1976-2016). Predict the reactants needed to synthesize the given product. (1) Given the product [Cl:1][C:2]1[CH:3]=[C:4]([C:24]2([C:25]([O:27][CH2:28][CH3:29])=[O:26])[CH2:36][CH2:35][CH2:34][CH2:33]2)[CH:5]=[C:6]([C:14]2[CH:15]=[CH:16][C:17]([C:20]([F:21])([F:22])[F:23])=[CH:18][CH:19]=2)[C:7]=1[O:8][CH2:9][C:10]([F:13])([F:12])[F:11], predict the reactants needed to synthesize it. The reactants are: [Cl:1][C:2]1[CH:3]=[C:4]([CH2:24][C:25]([O:27][CH2:28][CH3:29])=[O:26])[CH:5]=[C:6]([C:14]2[CH:19]=[CH:18][C:17]([C:20]([F:23])([F:22])[F:21])=[CH:16][CH:15]=2)[C:7]=1[O:8][CH2:9][C:10]([F:13])([F:12])[F:11].[H-].[Na+].Br[CH2:33][CH2:34][CH2:35][CH2:36]Br.[NH4+].[Cl-]. (2) Given the product [CH3:1][O:2][C:3]1[CH:4]=[C:5]([C:13]([F:14])([F:15])[F:16])[CH:6]=[C:7]([C:9]([F:10])([F:11])[F:12])[C:8]=1[C:22]([OH:24])=[O:23], predict the reactants needed to synthesize it. The reactants are: [CH3:1][O:2][C:3]1[CH:8]=[C:7]([C:9]([F:12])([F:11])[F:10])[CH:6]=[C:5]([C:13]([F:16])([F:15])[F:14])[CH:4]=1.[Li]CCCC.[C:22](=[O:24])=[O:23].